Dataset: Kir2.1 potassium channel HTS with 301,493 compounds. Task: Binary Classification. Given a drug SMILES string, predict its activity (active/inactive) in a high-throughput screening assay against a specified biological target. (1) The drug is O=C1C=2C(C(=C(NC2CCC1)C)C(OCCOC(C)C)=O)c1cccnc1. The result is 0 (inactive). (2) The drug is O1C(C(O)C(O)C(NC(=O)C)C1O)CO. The result is 0 (inactive).